Predict the reaction yield, written as a fraction of the theoretical maximum amount of product (1.0 means a 100% yield; for example, 0.34 means a 34% yield). From a dataset of Reaction yield outcomes from USPTO patents with 853,638 reactions. (1) The yield is 0.607. The catalyst is C1COCC1. The product is [CH3:12][C:4]1([C:7]([O:9][CH3:10])=[O:8])[CH2:5][CH2:6][O:1][CH2:2][CH2:3]1. The reactants are [O:1]1[CH2:6][CH2:5][CH:4]([C:7]([O:9][CH3:10])=[O:8])[CH2:3][CH2:2]1.[Li+].[CH3:12]C([N-]C(C)C)C.IC. (2) The reactants are [OH:1][C:2]1[C:3]([N+:11]([O-])=O)=[CH:4][C:5]([CH3:10])=[C:6]([CH:9]=1)[C:7]#[N:8].CCOC(C)=O. The catalyst is CCO. The product is [NH2:11][C:3]1[C:2]([OH:1])=[CH:9][C:6]([C:7]#[N:8])=[C:5]([CH3:10])[CH:4]=1. The yield is 0.950. (3) The reactants are [C:1]([C:3]1[CH:11]=[CH:10][CH:9]=[C:8]2[C:4]=1[C:5](=[O:30])[N:6]([CH:13]([C:19]1[CH:24]=[CH:23][C:22]([O:25][CH3:26])=[C:21]([O:27][CH2:28][CH3:29])[CH:20]=1)[CH2:14][S:15]([CH3:18])(=[O:17])=[O:16])[C:7]2=[O:12])#[N:2].[H][H].O.[ClH:34]. The catalyst is CO.C(O)C.[Pd]. The product is [ClH:34].[NH2:2][CH2:1][C:3]1[CH:11]=[CH:10][CH:9]=[C:8]2[C:4]=1[C:5](=[O:30])[N:6]([CH:13]([C:19]1[CH:24]=[CH:23][C:22]([O:25][CH3:26])=[C:21]([O:27][CH2:28][CH3:29])[CH:20]=1)[CH2:14][S:15]([CH3:18])(=[O:17])=[O:16])[C:7]2=[O:12]. The yield is 0.800.